Dataset: Experimentally validated miRNA-target interactions with 360,000+ pairs, plus equal number of negative samples. Task: Binary Classification. Given a miRNA mature sequence and a target amino acid sequence, predict their likelihood of interaction. (1) The miRNA is hsa-miR-96-3p with sequence AAUCAUGUGCAGUGCCAAUAUG. The protein sequence of the target gene is MDADSDVALDILITNVVCVFRTRCHLNLRKIALEGANVIYKRDVGKVLMKLRKPRITATIWSSGKIICTGATSEEEAKFGARRLARSLQKLGFQVIFTDFKVVNVLAVCNMPFEIRLPEFTKNNRPHASYEPELHPAVCYRIKSLRATLQIFSTGSITVTGPNVKAVATAVEQIYPFVFESRKEIL. Result: 1 (interaction). (2) Result: 0 (no interaction). The protein sequence of the target gene is MESFTNDRLQLPRNMIENSMFEEEPDVVDLAKEPCLHPLEPDEVEYEPRGSRLLVRGLGEHEMDEDEEDYESSAKLLGMSFMNRSSGLRNSAAGYRQSPDGTCSLPSARTLVICVFVIVVAVSVIMVIYLLPRCTFTKEGCHKTNQSAELIQPVATNGKVFPWAQIRLPTAIIPLCYELSLHPNLTSMTFRGSVTISLQALQDTRDIILHSTGHNISRVTFMSAVSSQEKQVEILEYPYHEQIAVVAPEPLLTGHNYTLKIEYSANISNSYYGFYGITYTDKSNEKKYFAATQFEPLAAR.... The miRNA is hsa-miR-3978 with sequence GUGGAAAGCAUGCAUCCAGGGUGU. (3) The miRNA is mmu-miR-883a-3p with sequence UAACUGCAACAGCUCUCAGUAU. The protein sequence of the target gene is MSLSFCGNNISSYNIYYGVLQNPCFVDALNLVPHVFLLFITFPILFIGWGSQSSKVQIHHNTWLHFPGHNLRWILTFALLFVHVCEIAEGIVSDSHRASRHLHLFMPAVMGFVATTTSIVYYHNIETSNFPKLLLALFLYWVMAFITKTIKLVKYWQLGWGVSDLRFCITGVMVILNGLLMAVEINVIRVRRYVFFMNPQKVKPPEDLQDLGVRFLQPFVNLLSKATYWWMNTLIISAHRKPIDLKAIGKLPIAMRAVTNYVCLKEAYEEQKKKAADHPNRTPSIWLAMYRAFGRPILLS.... Result: 1 (interaction). (4) The miRNA is ssc-miR-204 with sequence UUCCCUUUGUCAUCCUAUGCCU. The protein sequence of the target gene is MSDHHPLKEMSDSNSSPLLPEPLSSRYKLYESELSSPTWPSSSQDTHPALPLLEMPEEKDLRSSDEDSHIVKIEKPNERNKRRESEVSRRASAGRGGFSLFQAVSYLTGDMKECKNWLKDKPLVLQFLDWVLRGAAQVMFVNNPISGLIIFIGLLIQNPWWTIAGTLGTVASTLAALALSQDRSAIASGLHGYNGMLVGLLMAVFSEKLDYYWWLLFPVTFTSMACPIISSALSTIFAKWDLPVFTLPFNIALTLYLAATGHYNLFFPTTLIKPASAAPNITWTEIEMPLLLQTIPVGVG.... Result: 0 (no interaction). (5) The miRNA is hsa-miR-764 with sequence GCAGGUGCUCACUUGUCCUCCU. The protein sequence of the target gene is MEAGEEPLLLAELKPGRPHQFDWKSSCETWSVAFSPDGSWFAWSQGHCIVKLIPWPLEEQFIPKGFEAKSRSSKNETKGRGSPKEKTLDCGQIVWGLAFSPWPSPPSRKLWARHHPQVPDVSCLVLATGLNDGQIKIWEVQTGLLLLNLSGHQDVVRDLSFTPSGSLILVSASRDKTLRIWDLNKHGKQIQVLSGHLQWVYCCSISPDCSMLCSAAGEKSVFLWSMRSYTLIRKLEGHQSSVVSCDFSPDSALLVTASYDTNVIMWDPYTGERLRSLHHTQVDPAMDDSDVHISSLRSVC.... Result: 0 (no interaction). (6) The miRNA is hsa-miR-3196 with sequence CGGGGCGGCAGGGGCCUC. The protein sequence of the target gene is MGSAGRLHYLAMTAENPTPGDLAPAPLITCKLCLCEQSLDKMTTLQECQCIFCTACLKQYMQLAIREGCGSPITCPDMVCLNHGTLQEAEIACLVPVDQFQLYQRLKFEREVHLDPYRTWCPVADCQTVCPVASSDPGQPVLVECPSCHLKFCSCCKDAWHAEVSCRDSQPIVLPTEHRALFGTDAEAPIKQCPVCRVYIERNEGCAQMMCKNCKHTFCWYCLQNLDNDIFLRHYDKGPCRNKLGHSRASVMWNRTQVVGILVGLGIIALVTSPLLLLASPCIICCVCKSCRGKKKKHDP.... Result: 1 (interaction). (7) The miRNA is hsa-let-7b-5p with sequence UGAGGUAGUAGGUUGUGUGGUU. The protein sequence of the target gene is MAETLSGLGDSGAAGAAALSSASSETGTRRLSDLRVIDLRAELRKRNVDSSGNKSVLMERLKKAIEDEGGNPDEIEITSEGNKKTSKRSSKGRKPEEEGVEDNGLEENSGDGQEDVETSLENLQDIDIMDISVLDEAEIDNGSVADCVEDDDADNLQESLSDSRELVEGEMKELPEQLQEHAIEDKETINNLDTSSSDFTILQEIEEPSLEPENEKILDILGETCKSEPVKEESSELEQPFAQDTSSVGPDRKLAEEEDLFDSAHPEEGDLDLASESTAHAQSSKADSLLAVVKREPAEQ.... Result: 1 (interaction).